From a dataset of Peptide-MHC class II binding affinity with 134,281 pairs from IEDB. Regression. Given a peptide amino acid sequence and an MHC pseudo amino acid sequence, predict their binding affinity value. This is MHC class II binding data. (1) The peptide sequence is YFFPVIFSKASDSLQL. The MHC is DRB1_1501 with pseudo-sequence DRB1_1501. The binding affinity (normalized) is 0.551. (2) The peptide sequence is ALRVIAGALEVHAVK. The MHC is DRB1_1602 with pseudo-sequence DRB1_1602. The binding affinity (normalized) is 0.486. (3) The peptide sequence is PSNVASHVRVNVYLS. The MHC is DRB1_0404 with pseudo-sequence DRB1_0404. The binding affinity (normalized) is 0.103. (4) The peptide sequence is WEQIFSTWLLKPGAG. The MHC is HLA-DPA10201-DPB11401 with pseudo-sequence HLA-DPA10201-DPB11401. The binding affinity (normalized) is 0. (5) The peptide sequence is AFKVAATAANAAQAN. The MHC is DRB1_1001 with pseudo-sequence DRB1_1001. The binding affinity (normalized) is 0.888.